This data is from Forward reaction prediction with 1.9M reactions from USPTO patents (1976-2016). The task is: Predict the product of the given reaction. (1) Given the reactants CS(O[CH2:6][C@H:7]1[CH2:12][N:11]([S:13]([C:16]2[S:17][CH:18]=[CH:19][CH:20]=2)(=[O:15])=[O:14])[CH2:10][CH2:9][N:8]1[C:21]1[CH:26]=[CH:25][C:24]([C:27]([OH:33])([CH3:32])[C:28]([F:31])([F:30])[F:29])=[CH:23][CH:22]=1)(=O)=O.[CH:34]([CH:37]1[NH:42][CH2:41][CH2:40][NH:39][C:38]1=[O:43])([CH3:36])[CH3:35].C(=O)([O-])[O-].[K+].[K+], predict the reaction product. The product is: [CH3:35][CH:34]([CH:37]1[N:42]([CH2:6][C@H:7]2[CH2:12][N:11]([S:13]([C:16]3[S:17][CH:18]=[CH:19][CH:20]=3)(=[O:14])=[O:15])[CH2:10][CH2:9][N:8]2[C:21]2[CH:22]=[CH:23][C:24]([C:27]([OH:33])([CH3:32])[C:28]([F:31])([F:30])[F:29])=[CH:25][CH:26]=2)[CH2:41][CH2:40][NH:39][C:38]1=[O:43])[CH3:36]. (2) Given the reactants Cl.[N+:2]([C:5]1[CH:10]=[CH:9][C:8]([N:11]2[CH2:16][CH2:15][NH:14][CH2:13][CH2:12]2)=[CH:7][CH:6]=1)([O-:4])=[O:3].CCN(CC)CC.[CH3:24][C:25]([O:28][C:29](O[C:29]([O:28][C:25]([CH3:27])([CH3:26])[CH3:24])=[O:30])=[O:30])([CH3:27])[CH3:26].O, predict the reaction product. The product is: [N+:2]([C:5]1[CH:6]=[CH:7][C:8]([N:11]2[CH2:16][CH2:15][N:14]([C:29]([O:28][C:25]([CH3:27])([CH3:26])[CH3:24])=[O:30])[CH2:13][CH2:12]2)=[CH:9][CH:10]=1)([O-:4])=[O:3]. (3) The product is: [C:1]([Si:5]([C:14]1[CH:19]=[CH:18][CH:17]=[CH:16][CH:15]=1)([C:20]1[CH:25]=[CH:24][CH:23]=[CH:22][CH:21]=1)[O:6][CH2:7][C@@H:8]([CH3:13])[C:9]([OH:11])=[O:10])([CH3:2])([CH3:3])[CH3:4]. Given the reactants [C:1]([Si:5]([C:20]1[CH:25]=[CH:24][CH:23]=[CH:22][CH:21]=1)([C:14]1[CH:19]=[CH:18][CH:17]=[CH:16][CH:15]=1)[O:6][CH2:7][C@@H:8]([CH3:13])[C:9]([O:11]C)=[O:10])([CH3:4])([CH3:3])[CH3:2].[OH-].[Na+], predict the reaction product. (4) Given the reactants Cl.[NH2:2][C:3]1[C:8]2[C:9](=[O:42])[N:10]([C:14]3[CH:19]=[CH:18][C:17]([C:20]4[CH:25]=[CH:24][C:23]([CH2:26][N:27]5[CH2:31][CH2:30][C@H:29]([O:32][Si](C(C)(C)C)(C)C)[C:28]5=[O:40])=[CH:22][C:21]=4[Cl:41])=[CH:16][CH:15]=3)[CH2:11][CH2:12][O:13][C:7]=2[N:6]=[CH:5][N:4]=1, predict the reaction product. The product is: [NH2:2][C:3]1[C:8]2[C:9](=[O:42])[N:10]([C:14]3[CH:19]=[CH:18][C:17]([C:20]4[CH:25]=[CH:24][C:23]([CH2:26][N:27]5[CH2:31][CH2:30][C@H:29]([OH:32])[C:28]5=[O:40])=[CH:22][C:21]=4[Cl:41])=[CH:16][CH:15]=3)[CH2:11][CH2:12][O:13][C:7]=2[N:6]=[CH:5][N:4]=1. (5) Given the reactants [C:1](=[O:4])([O-])[O-].[K+].[K+].CI.[Br:9][C:10]1[C:15]([CH3:16])=[CH:14][C:13](O)=[CH:12][C:11]=1[CH3:18], predict the reaction product. The product is: [Br:9][C:10]1[C:15]([CH3:16])=[CH:14][C:13]([O:4][CH3:1])=[CH:12][C:11]=1[CH3:18]. (6) Given the reactants Br[C:2]1[CH:7]=[CH:6][CH:5]=[CH:4][N:3]=1.C([Li])CCC.[CH:13]([C:15]1[C:23]2[O:22][C:21]([CH3:25])([CH3:24])[CH2:20][C:19]=2[C:18]([CH3:26])=[C:17]([NH:27][C:28](=[O:34])[CH2:29][C:30]([CH3:33])([CH3:32])[CH3:31])[C:16]=1[CH3:35])=[O:14].O, predict the reaction product. The product is: [OH:14][CH:13]([C:2]1[CH:7]=[CH:6][CH:5]=[CH:4][N:3]=1)[C:15]1[C:23]2[O:22][C:21]([CH3:24])([CH3:25])[CH2:20][C:19]=2[C:18]([CH3:26])=[C:17]([NH:27][C:28](=[O:34])[CH2:29][C:30]([CH3:33])([CH3:32])[CH3:31])[C:16]=1[CH3:35].